From a dataset of Full USPTO retrosynthesis dataset with 1.9M reactions from patents (1976-2016). Predict the reactants needed to synthesize the given product. (1) Given the product [CH2:40]([O:3][C:2]([CH:4]=[CH:5][C:6]1[CH:24]=[CH:23][C:9]([O:10][CH2:11][CH2:12][CH2:13][CH2:14][CH2:15][CH2:16][O:17][C:18](=[O:22])[C:19]([CH3:21])=[CH2:20])=[CH:8][CH:7]=1)=[O:1])[CH2:39][CH2:38][CH2:37][CH2:36][CH2:35][CH2:34][CH2:33][CH2:32][CH2:31][CH2:30][CH2:29][CH2:28][CH2:27][CH2:26][CH3:25], predict the reactants needed to synthesize it. The reactants are: [OH:1][C:2]([CH:4]=[CH:5][C:6]1[CH:24]=[CH:23][C:9]([O:10][CH2:11][CH2:12][CH2:13][CH2:14][CH2:15][CH2:16][O:17][C:18](=[O:22])[C:19]([CH3:21])=[CH2:20])=[CH:8][CH:7]=1)=[O:3].[CH2:25](O)[CH2:26][CH2:27][CH2:28][CH2:29][CH2:30][CH2:31][CH2:32][CH2:33][CH2:34][CH2:35][CH2:36][CH2:37][CH2:38][CH2:39][CH3:40].C1CCC(N=C=NC2CCCCC2)CC1. (2) Given the product [Cl:1][C:2]1[CH:3]=[C:4]2[C:10]([CH:11]3[CH2:16][CH2:15][N:14]([S:31]([CH3:30])(=[O:33])=[O:32])[CH2:13][CH2:12]3)=[C:9]([C:17]3[CH:29]=[CH:28][C:20]([O:21][CH2:22][CH2:23][CH2:24][N:25]([CH3:26])[CH3:27])=[CH:19][CH:18]=3)[NH:8][C:5]2=[N:6][CH:7]=1, predict the reactants needed to synthesize it. The reactants are: [Cl:1][C:2]1[CH:3]=[C:4]2[C:10]([CH:11]3[CH2:16][CH2:15][NH:14][CH2:13][CH2:12]3)=[C:9]([C:17]3[CH:29]=[CH:28][C:20]([O:21][CH2:22][CH2:23][CH2:24][N:25]([CH3:27])[CH3:26])=[CH:19][CH:18]=3)[NH:8][C:5]2=[N:6][CH:7]=1.[CH3:30][S:31](Cl)(=[O:33])=[O:32].C(N(C(C)C)CC)(C)C. (3) Given the product [CH3:9][O:10][C:11]1[CH:12]=[C:13]2[C:18]([CH:17]=[CH:16][CH:15]=[C:14]2[OH:1])=[CH:19][CH:20]=1.[O-:4][S:2]([C:5]([F:8])([F:7])[F:6])(=[O:3])=[O:1], predict the reactants needed to synthesize it. The reactants are: [O-:1][S:2]([C:5]([F:8])([F:7])[F:6])(=[O:4])=[O:3].[CH3:9][O:10][C:11]1[CH:12]=[C:13]2[C:18](=[CH:19][CH:20]=1)[C:17](O)=[CH:16][CH:15]=[CH:14]2. (4) Given the product [CH2:1]([O:3][C:4]([C:6]1[N:7]([C:24]2[CH:29]=[CH:28][C:27]([O:30][CH:31]([CH3:33])[CH3:32])=[CH:26][CH:25]=2)[C:8]2[C:13]([C:14]=1[NH:37][C:34](=[O:36])[CH3:35])=[CH:12][C:11]([O:16][CH2:17][C:18]1[CH:23]=[CH:22][CH:21]=[CH:20][CH:19]=1)=[CH:10][CH:9]=2)=[O:5])[CH3:2], predict the reactants needed to synthesize it. The reactants are: [CH2:1]([O:3][C:4]([C:6]1[N:7]([C:24]2[CH:29]=[CH:28][C:27]([O:30][CH:31]([CH3:33])[CH3:32])=[CH:26][CH:25]=2)[C:8]2[C:13]([C:14]=1I)=[CH:12][C:11]([O:16][CH2:17][C:18]1[CH:23]=[CH:22][CH:21]=[CH:20][CH:19]=1)=[CH:10][CH:9]=2)=[O:5])[CH3:2].[C:34]([NH2:37])(=[O:36])[CH3:35]. (5) Given the product [ClH:1].[NH2:45][CH2:46][CH2:47][S:48][CH2:24][CH2:23][O:22][C:19]1[CH:20]=[CH:21][C:2]([Cl:1])=[C:3]([CH:18]=1)[C:4]([NH:6][CH2:7][C:8]12[CH2:9][CH:10]3[CH2:16][CH:14]([CH2:13][CH:12]([CH2:11]3)[CH2:17]1)[CH2:15]2)=[O:5], predict the reactants needed to synthesize it. The reactants are: [Cl:1][C:2]1[CH:21]=[CH:20][C:19]([O:22][CH2:23][CH2:24]Cl)=[CH:18][C:3]=1[C:4]([NH:6][CH2:7][C:8]12[CH2:17][CH:12]3[CH2:13][CH:14]([CH2:16][CH:10]([CH2:11]3)[CH2:9]1)[CH2:15]2)=[O:5].N12CCCN=C1CCCCC2.[I-].[Na+].C(OC(=O)[NH:45][CH2:46][CH2:47][SH:48])(C)(C)C. (6) Given the product [C:22]([C:21]1[C:20]([NH:1][C:2]2[S:6][N:5]=[C:4]([CH3:7])[C:3]=2[C:8]([NH:10][C:11]2[CH:12]=[N:13][C:14]([O:17][CH3:18])=[CH:15][CH:16]=2)=[O:9])=[N:27][CH:26]=[CH:25][CH:24]=1)#[N:23], predict the reactants needed to synthesize it. The reactants are: [NH2:1][C:2]1[S:6][N:5]=[C:4]([CH3:7])[C:3]=1[C:8]([NH:10][C:11]1[CH:12]=[N:13][C:14]([O:17][CH3:18])=[CH:15][CH:16]=1)=[O:9].Cl[C:20]1[N:27]=[CH:26][CH:25]=[CH:24][C:21]=1[C:22]#[N:23].C(=O)([O-])[O-].[Cs+].[Cs+].CC1(C)C2C(=C(P(C3C=CC=CC=3)C3C=CC=CC=3)C=CC=2)OC2C(P(C3C=CC=CC=3)C3C=CC=CC=3)=CC=CC1=2. (7) The reactants are: [CH2:1]([C:8]1[CH:17]=[C:16]2[C:11]([CH:12]=[C:13]([C:22]([OH:24])=[O:23])[CH:14]([C:18]([F:21])([F:20])[F:19])[O:15]2)=[CH:10][C:9]=1[Cl:25])[C:2]1[CH:7]=[CH:6][CH:5]=[CH:4][CH:3]=1. Given the product [CH2:1]([C:8]1[CH:17]=[C:16]2[C:11]([CH:12]=[C:13]([C:22]([OH:24])=[O:23])[C@H:14]([C:18]([F:20])([F:21])[F:19])[O:15]2)=[CH:10][C:9]=1[Cl:25])[C:2]1[CH:3]=[CH:4][CH:5]=[CH:6][CH:7]=1, predict the reactants needed to synthesize it. (8) Given the product [F:1][C:2]1[CH:27]=[CH:26][CH:25]=[C:24]([F:28])[C:3]=1[C:4]([N:6]([CH3:29])[C:7]([N:8]([C:10]1[CH:15]=[CH:14][C:13]([S:16][C:17]([F:19])([F:18])[F:20])=[C:12]([CH3:21])[C:11]=1[CH3:22])[CH3:9])=[O:23])=[O:5], predict the reactants needed to synthesize it. The reactants are: [F:1][C:2]1[CH:27]=[CH:26][CH:25]=[C:24]([F:28])[C:3]=1[C:4]([NH:6][C:7](=[O:23])[N:8]([C:10]1[CH:15]=[CH:14][C:13]([S:16][C:17]([F:20])([F:19])[F:18])=[C:12]([CH3:21])[C:11]=1[CH3:22])[CH3:9])=[O:5].[CH3:29]I.[H-].[Na+].O.